From a dataset of Reaction yield outcomes from USPTO patents with 853,638 reactions. Predict the reaction yield, written as a fraction of the theoretical maximum amount of product (1.0 means a 100% yield; for example, 0.34 means a 34% yield). The reactants are C(OC([N:8]1[CH2:12][CH2:11][CH2:10][C@H:9]1[C@H:13]([O:19][CH3:20])[C@@H:14]([CH3:18])[C:15]([OH:17])=[O:16])=O)(C)(C)C.[ClH:21].O1CCOCC1. The catalyst is COC1CCCC1. The product is [ClH:21].[CH3:20][O:19][C@@H:13]([C@@H:9]1[CH2:10][CH2:11][CH2:12][NH:8]1)[C@@H:14]([CH3:18])[C:15]([OH:17])=[O:16]. The yield is 0.310.